This data is from NCI-60 drug combinations with 297,098 pairs across 59 cell lines. The task is: Regression. Given two drug SMILES strings and cell line genomic features, predict the synergy score measuring deviation from expected non-interaction effect. (1) Drug 1: CC12CCC3C(C1CCC2=O)CC(=C)C4=CC(=O)C=CC34C. Drug 2: C1=NC(=NC(=O)N1C2C(C(C(O2)CO)O)O)N. Cell line: OVCAR-5. Synergy scores: CSS=53.5, Synergy_ZIP=3.05, Synergy_Bliss=6.08, Synergy_Loewe=3.52, Synergy_HSA=5.72. (2) Drug 1: CCC1=CC2CC(C3=C(CN(C2)C1)C4=CC=CC=C4N3)(C5=C(C=C6C(=C5)C78CCN9C7C(C=CC9)(C(C(C8N6C)(C(=O)OC)O)OC(=O)C)CC)OC)C(=O)OC.C(C(C(=O)O)O)(C(=O)O)O. Drug 2: CC12CCC3C(C1CCC2OP(=O)(O)O)CCC4=C3C=CC(=C4)OC(=O)N(CCCl)CCCl.[Na+]. Cell line: SNB-19. Synergy scores: CSS=43.2, Synergy_ZIP=2.58, Synergy_Bliss=1.92, Synergy_Loewe=-20.3, Synergy_HSA=2.72. (3) Drug 1: CC1CCC2CC(C(=CC=CC=CC(CC(C(=O)C(C(C(=CC(C(=O)CC(OC(=O)C3CCCCN3C(=O)C(=O)C1(O2)O)C(C)CC4CCC(C(C4)OC)OCCO)C)C)O)OC)C)C)C)OC. Drug 2: C1CN1C2=NC(=NC(=N2)N3CC3)N4CC4. Cell line: MOLT-4. Synergy scores: CSS=66.6, Synergy_ZIP=-1.68, Synergy_Bliss=-1.93, Synergy_Loewe=-4.35, Synergy_HSA=0.0543. (4) Drug 1: CN1C(=O)N2C=NC(=C2N=N1)C(=O)N. Drug 2: C1CC(C1)(C2=CC=C(C=C2)C3=C(C=C4C(=N3)C=CN5C4=NNC5=O)C6=CC=CC=C6)N. Cell line: NCI-H460. Synergy scores: CSS=45.0, Synergy_ZIP=-0.462, Synergy_Bliss=2.99, Synergy_Loewe=5.27, Synergy_HSA=6.07.